From a dataset of Forward reaction prediction with 1.9M reactions from USPTO patents (1976-2016). Predict the product of the given reaction. (1) Given the reactants Cl.[C:2]([NH:6][OH:7])([CH3:5])([CH3:4])[CH3:3].[Cl:8][C:9]1[CH:14]=[CH:13][C:12]([S:15][C:16]2[CH:23]=[CH:22][CH:21]=[CH:20][C:17]=2[CH:18]=O)=[CH:11][CH:10]=1, predict the reaction product. The product is: [C:2]([N+:6]([O-:7])=[CH:18][C:17]1[CH:20]=[CH:21][CH:22]=[CH:23][C:16]=1[S:15][C:12]1[CH:13]=[CH:14][C:9]([Cl:8])=[CH:10][CH:11]=1)([CH3:5])([CH3:4])[CH3:3]. (2) Given the reactants F[C:2]1[C:3]([C:19]2[CH:24]=[CH:23][CH:22]=[CH:21][CH:20]=2)=[C:4]([CH3:18])[C:5]([C:16]#[N:17])=[C:6]2[C:10]=1[O:9][C:8]([N:11]1[CH2:15][CH2:14][CH2:13][CH2:12]1)=[N:7]2.C(N(CC)CC)C.[CH3:32][N:33]([CH3:39])[C@H:34]1[CH2:38][CH2:37][NH:36][CH2:35]1, predict the reaction product. The product is: [CH3:32][N:33]([CH3:39])[C@H:34]1[CH2:38][CH2:37][N:36]([C:2]2[C:3]([C:19]3[CH:24]=[CH:23][CH:22]=[CH:21][CH:20]=3)=[C:4]([CH3:18])[C:5]([C:16]#[N:17])=[C:6]3[C:10]=2[O:9][C:8]([N:11]2[CH2:15][CH2:14][CH2:13][CH2:12]2)=[N:7]3)[CH2:35]1. (3) Given the reactants [Cl:1][C:2]1[CH:3]=[C:4]([O:17][CH2:18][C:19]2[C:24]([F:25])=[CH:23][CH:22]=[CH:21][C:20]=2[F:26])[C:5]2[N:6]([C:8]([C:12]([O:14]CC)=[O:13])=[C:9]([CH3:11])[N:10]=2)[CH:7]=1.[OH-].[Li+].Cl, predict the reaction product. The product is: [Cl:1][C:2]1[CH:3]=[C:4]([O:17][CH2:18][C:19]2[C:20]([F:26])=[CH:21][CH:22]=[CH:23][C:24]=2[F:25])[C:5]2[N:6]([C:8]([C:12]([OH:14])=[O:13])=[C:9]([CH3:11])[N:10]=2)[CH:7]=1.